From a dataset of Forward reaction prediction with 1.9M reactions from USPTO patents (1976-2016). Predict the product of the given reaction. (1) Given the reactants [F:1][C:2]1[CH:3]=[CH:4][C:5]([O:37][CH3:38])=[C:6]([C:8]2[CH:13]=[CH:12][N:11]=[C:10]3[NH:14][C:15]([CH:17]4[CH2:22][CH2:21][CH2:20][N:19]([CH2:23][CH2:24][CH2:25][NH:26]C(=O)OCC5C=CC=CC=5)[CH2:18]4)=[CH:16][C:9]=23)[CH:7]=1.[H][H], predict the reaction product. The product is: [F:1][C:2]1[CH:3]=[CH:4][C:5]([O:37][CH3:38])=[C:6]([C:8]2[CH:13]=[CH:12][N:11]=[C:10]3[NH:14][C:15]([CH:17]4[CH2:22][CH2:21][CH2:20][N:19]([CH2:23][CH2:24][CH2:25][NH2:26])[CH2:18]4)=[CH:16][C:9]=23)[CH:7]=1. (2) Given the reactants [Cl:1][C:2]1[CH:3]=[CH:4][C:5]2[N:6]3[CH:21]([C:22]4[CH:27]=[CH:26][CH:25]=[CH:24][CH:23]=4)[CH2:20][O:19][C:8]4[CH:9]=[CH:10][CH:11]=[C:12]([C:13]=2[C:14]=1[O:15][CH2:16][C:17]#[N:18])[C:7]3=4.CO, predict the reaction product. The product is: [Cl:1][C:2]1[CH:3]=[CH:4][C:5]2[N:6]3[CH:21]([C:22]4[CH:23]=[CH:24][CH:25]=[CH:26][CH:27]=4)[CH2:20][O:19][C:8]4[CH:9]=[CH:10][CH:11]=[C:12]([C:13]=2[C:14]=1[O:15][CH2:16][CH2:17][NH2:18])[C:7]3=4. (3) The product is: [N:27]1([CH2:26][C:25]2[CH:24]=[CH:23][C:22]([C:7]3[CH:6]=[C:5]([CH2:1][CH:2]([CH3:4])[CH3:3])[S:9][C:8]=3[S:10]([NH:13][C:14]([CH3:17])([CH3:16])[CH3:15])(=[O:12])=[O:11])=[CH:33][CH:32]=2)[CH:31]=[CH:30][N:29]=[CH:28]1. Given the reactants [CH2:1]([C:5]1[S:9][C:8]([S:10]([NH:13][C:14]([CH3:17])([CH3:16])[CH3:15])(=[O:12])=[O:11])=[C:7](B(O)O)[CH:6]=1)[CH:2]([CH3:4])[CH3:3].Br[C:22]1[CH:33]=[CH:32][C:25]([CH2:26][N:27]2[CH:31]=[CH:30][N:29]=[CH:28]2)=[CH:24][CH:23]=1.C1(C)C=CC=CC=1.[OH-].[Na+], predict the reaction product. (4) Given the reactants [CH3:1][NH2:2].[CH2:3]([O:10][C:11]1[CH:12]=[C:13]2[C:18](=[CH:19][CH:20]=1)[N:17]=[CH:16][C:15]([N+:21]([O-:23])=[O:22])=[C:14]2Cl)[C:4]1[CH:9]=[CH:8][CH:7]=[CH:6][CH:5]=1, predict the reaction product. The product is: [CH2:3]([O:10][C:11]1[CH:12]=[C:13]2[C:18](=[CH:19][CH:20]=1)[N:17]=[C:16]([CH2:1][NH2:2])[C:15]([N+:21]([O-:23])=[O:22])=[CH:14]2)[C:4]1[CH:9]=[CH:8][CH:7]=[CH:6][CH:5]=1. (5) Given the reactants [CH3:1][C@H:2]1[O:7][C@@H:6]([C:8]2[CH:13]=[CH:12][N:11]=[CH:10][C:9]=2[N+:14]([O-:16])=[O:15])[CH2:5][C:4]([O:17][Si](CC)(CC)CC)=[CH:3]1.CC1(C)O[O:27]1.CC(C)=O, predict the reaction product. The product is: [OH:27][CH:3]1[C:4](=[O:17])[CH2:5][CH:6]([C:8]2[CH:13]=[CH:12][N:11]=[CH:10][C:9]=2[N+:14]([O-:16])=[O:15])[O:7][CH:2]1[CH3:1].